From a dataset of Experimentally validated miRNA-target interactions with 360,000+ pairs, plus equal number of negative samples. Binary Classification. Given a miRNA mature sequence and a target amino acid sequence, predict their likelihood of interaction. (1) The miRNA is hsa-miR-4489 with sequence UGGGGCUAGUGAUGCAGGACG. The protein sequence of the target gene is MRGRGNARSLLVQAVSLRPATWHPCLDMGHLHRPSSRTSHRNLPHVFLLFLFVGPFNCLASYSRATELLYSLNEGLPAGVLIGSLAEDLRLLPRASGRQNQQLLHPERTASEGNPPLSFSLASGGLSGQYVTLNNRSGELHTSAQEIDREALCLDGGGGAAWAGSTSIASSPSSDSCLLLLDVLVLPQEYFRFVKVKIAIRDINDNAPQFPISEISVWVPENSPVNTRLAIEHPAVDPDVGINGVQTYRLLDYHGMFTLDVEENENGERTPYLIVMGALDRETQDQYVSIIIAEDGGSPP.... Result: 0 (no interaction). (2) The protein sequence of the target gene is MPGWPWGLLLTAGTLFAALSPGPPAPADPCHDEGGAPRGCVPGLVNAALGREVLASSTCGRPATRACDASDPRRAHSPALLTSPGGTASPLCWRSESLPRAPLNVTLTVPLGKAFELVFVSLRFCSAPPASVALLKSQDHGRSWAPLGFFSSHCDLDYGRLPAPANGPAGPGPEALCFPAPLAQPDGSGLLAFSMQDSSPPGLDLDSSPVLQDWVTATDVRVVLTRPSTAGDPRDMEAVVPYSYAATDLQVGGRCKCNGHASRCLLDTQGHLICDCRHGTEGPDCGRCKPFYCDRPWQRA.... Result: 0 (no interaction). The miRNA is hsa-miR-1261 with sequence AUGGAUAAGGCUUUGGCUU. (3) Result: 1 (interaction). The miRNA is hsa-miR-4712-3p with sequence AAUGAGAGACCUGUACUGUAU. The protein sequence of the target gene is MASLSLAPVNIFKAGADEERAETARLTSFIGAIAIGDLVKSTLGPKGMDKILLSSGRDASLMVTNDGATILKNIGVDNPAAKVLVDMSRVQDDEVGDGTTSVTVLAAELLREAESLIAKKIHPQTIIAGWREATKAAREALLSSAVDHGSDEVKFRQDLMNIAGTTLSSKLLTHHKDHFTKLAVEAVLRLKGSGNLEAIHIIKKLGGSLADSYLDEGFLLDKKIGVNQPKRIENAKILIANTGMDTDKIKIFGSRVRVDSTAKVAEIEHAEKEKMKEKVERILKHGINCFINRQLIYNYP.... (4) The miRNA is hsa-miR-6084 with sequence UUCCGCCAGUCGGUGGCCGG. The protein sequence of the target gene is MAVETRAELVGKRFLCVAVGDEARSERWESGRGWRSWRAGVIRAVSHRDSRNPDLAVYVEFDDLEWDKREWVKVYEDFSTFLVEYHLIWAKRNDPSQTQGSKSKQIQWPALTFKPLVERNIPSSVTAVEFLVDKQLDFLTEDSAFQPYQDDIDSLNPVLRDNPQLHEEVKVWVKEQKVQEIFMQGPYSLNGYRVRVYRQDSATQWFTGIITHHDLFTRTMIVMNDQVLEPQNVDPSMVQMTFLDDVVHSLLKGENIGITSRRRSRANQNVNAVHSHYTRAQANSPRPAMNSQAAVPKQNT.... Result: 1 (interaction). (5) The miRNA is hsa-miR-1304-5p with sequence UUUGAGGCUACAGUGAGAUGUG. The protein sequence of the target gene is MPSAGERPAVKMGPAPAGEQHRRATEDPEVMELAFEGMDKEKAPSRKRARTEPPAEGLLQPVNLSREELYKEPTNEELNRLRETEILFHSTLLRLQVEELLKEVRLSEKKKERIDNFLKEVTKRIQKVPPVPEAELTDQSWLPAGVRVPLHQVPYAVKGSFRFRPPSQITVVGSYLLDTCMRPDINVDVAVTMPREILQDKDGLNQRYFRKRALYLAHLAYHLAQDPLFSSVRFSYMSGCHLKPSLLLRPHGKDERLVTVRLLPCPPLDFFRPCRLLPTKNNVRSAWYRGQSCPDYEPPT.... Result: 0 (no interaction). (6) The miRNA is hsa-miR-920 with sequence GGGGAGCUGUGGAAGCAGUA. The protein sequence of the target gene is MATTSTTGSTLLQPLSNAVQLPIDQVNFVVCQLFALLAAIWFRTYLHSSKTSSFIRHVVATLLGLYLALFCFGWYALHFLVQSGISYCIMIIIGVENMHNYCFVFALGYLTVCQVTRVYIFDYGQYSADFSGPMMIITQKITSLACEIHDGMFRKDEELTSSQRDLAVRRMPSLLEYLSYNCNFMGILAGPLCSYKDYITFIEGRSYHITQSGENGKEETQYERTEPSPNTAVVQKLLVCGLSLLFHLTICTTLPVEYNIDEHFQATASWPTKIIYLYISLLAARPKYYFAWTLADAINN.... Result: 1 (interaction). (7) The miRNA is rno-miR-434-3p with sequence UUUGAACCAUCACUCGACUCCU. The protein sequence of the target gene is MEKIEDQFASLHIVRRSSEPKEPTYLLGIDTSKTVQADKGGLVAVLCSNGSIRIYDKETLHLLREFGGSPGLLSGVSFANSCDSVYSASTDGTVKCWDARGASEKPVQLFKGYPSCSFISFDVNCKDHVICAGAEKVDEDALLVFWDARFTSQDLSTRDPLGAYSETHSDDITQVRFHPSNPNLVVSGSTDGLVNVFDLSADKEEDALVATCNSVSSVSCIGWCGKDYKQIYCMTHDEGFCWWDLNHLDTDEPITCLNIQDVREITDVKDGHLDYLIGGLYHEKMDRLFVIGGTNTGKIH.... Result: 0 (no interaction). (8) The miRNA is hsa-miR-4424 with sequence AGAGUUAACUCAAAAUGGACUA. The protein sequence of the target gene is MAEETQHNKLAAAKKKLKEYWQKNSPRVPAGANRNRKTNGSIPQTATSGGCQPPGDSATGFHREGPTSSATLKDLESPCQERAVVLDSRSVEISQLKNTIKSLKQQKKQVEHQLEEEKKANNKKQKAKRVLEVQLQTLNIQKEELNTDLYHMKRSLRYFEEKSKDLAVRLQHSLQRKGELESVLSDVMATQKKKANQLSSPSKAGTEWKLEQSMREEALLKVQLTQLKESFQQVQLERDEYSEHLKGERARWQQRMRKMSQEICTLKKEKQQDMRRVEKLERSLSKLKNQMAEPLPPEPP.... Result: 1 (interaction). (9) The miRNA is mmu-miR-5118 with sequence AAGGUUAGGCCAGCCUGGU. The protein sequence of the target gene is MAPACLLAPLLLLLLGGFPLVPGESIRETEVIDPQDLLEGRYFSGALPDDEDAGGSDDFELSGSGDLDDTEEPRPFPEVIEPLVPLDNHIPENAQPGIRVPSEPKELEENEVIPKRAPSDVGDDMSNKVSMSSTAQGSNIFERTEVLAALIVGGVVGILFAVFLILLLVYRMKKKDEGSYDLGKKPIYKKAPTNEFYA. Result: 0 (no interaction).